Dataset: Forward reaction prediction with 1.9M reactions from USPTO patents (1976-2016). Task: Predict the product of the given reaction. (1) Given the reactants [CH2:1]([C:4]1[NH:5][C:6]2[C:11]([CH:12]=1)=[C:10]([C:13]#[N:14])[C:9]([C:15]#[N:16])=[CH:8][CH:7]=2)[CH2:2][CH3:3].[Br:17][C:18]1[CH:19]=[N:20][CH:21]=[C:22]([C:24]2[O:25][C:26]([CH2:29]Cl)=[N:27][N:28]=2)[CH:23]=1, predict the reaction product. The product is: [Br:17][C:18]1[CH:23]=[C:22]([C:24]2[O:25][C:26]([CH2:29][N:5]3[C:6]4[C:11](=[C:10]([C:13]#[N:14])[C:9]([C:15]#[N:16])=[CH:8][CH:7]=4)[CH:12]=[C:4]3[CH2:1][CH2:2][CH3:3])=[N:27][N:28]=2)[CH:21]=[N:20][CH:19]=1. (2) Given the reactants C([O:4][CH2:5][C:6]1[C:11]([N:12]2[CH2:24][CH2:23][N:15]3[C:16]4[CH2:17][CH2:18][CH2:19][CH2:20][C:21]=4[CH:22]=[C:14]3[C:13]2=[O:25])=[CH:10][C:9]([F:26])=[CH:8][C:7]=1[C:27]1[CH:32]=[C:31]([NH:33][C:34]2[CH:39]=[CH:38][C:37]([N:40]3[CH2:45][CH2:44][N:43]([CH:46]4[CH2:49][O:48][CH2:47]4)[CH2:42][C:41]3([CH3:51])[CH3:50])=[CH:36][N:35]=2)[C:30](=[O:52])[N:29]([CH3:53])[CH:28]=1)(=O)C.[OH-].[Li+].C(O)(C)C.C1COCC1, predict the reaction product. The product is: [CH3:50][C:41]1([CH3:51])[CH2:42][N:43]([CH:46]2[CH2:49][O:48][CH2:47]2)[CH2:44][CH2:45][N:40]1[C:37]1[CH:38]=[CH:39][C:34]([NH:33][C:31]2[C:30](=[O:52])[N:29]([CH3:53])[CH:28]=[C:27]([C:7]3[C:6]([CH2:5][OH:4])=[C:11]([N:12]4[CH2:24][CH2:23][N:15]5[C:16]6[CH2:17][CH2:18][CH2:19][CH2:20][C:21]=6[CH:22]=[C:14]5[C:13]4=[O:25])[CH:10]=[C:9]([F:26])[CH:8]=3)[CH:32]=2)=[N:35][CH:36]=1. (3) Given the reactants [Cl:1][C:2]1[C:7](I)=[CH:6][C:5]([NH2:9])=[C:4]([O:10][CH3:11])[CH:3]=1.[Cl:12][C:13]1[CH:18]=[CH:17][C:16]([Cl:19])=[CH:15][C:14]=1B(O)O.C([O-])([O-])=O.[Na+].[Na+], predict the reaction product. The product is: [Cl:12][C:13]1[CH:18]=[CH:17][C:16]([Cl:19])=[CH:15][C:14]=1[C:7]1[C:2]([Cl:1])=[CH:3][C:4]([O:10][CH3:11])=[C:5]([NH2:9])[CH:6]=1. (4) Given the reactants Cl[C:2]1[N:7]=[C:6]([O:8][C:9]2[C:18]3[C:13](=[CH:14][CH:15]=[CH:16][CH:17]=3)[C:12]([NH:19][C:20](=[O:26])[O:21][C:22]([CH3:25])([CH3:24])[CH3:23])=[CH:11][CH:10]=2)[CH:5]=[CH:4][N:3]=1.[CH3:27][O:28][C:29]1[CH:30]=[C:31]([CH:33]=[C:34]([O:36][CH2:37][CH2:38][O:39][CH2:40][CH2:41][O:42][CH2:43][CH2:44][O:45][CH3:46])[CH:35]=1)[NH2:32].C([O-])(O)=O.[Na+], predict the reaction product. The product is: [CH3:27][O:28][C:29]1[CH:30]=[C:31]([NH:32][C:2]2[N:7]=[C:6]([O:8][C:9]3[C:18]4[C:13](=[CH:14][CH:15]=[CH:16][CH:17]=4)[C:12]([NH:19][C:20](=[O:26])[O:21][C:22]([CH3:25])([CH3:24])[CH3:23])=[CH:11][CH:10]=3)[CH:5]=[CH:4][N:3]=2)[CH:33]=[C:34]([O:36][CH2:37][CH2:38][O:39][CH2:40][CH2:41][O:42][CH2:43][CH2:44][O:45][CH3:46])[CH:35]=1. (5) Given the reactants [Br:1][C:2]1[CH:3]=[CH:4][C:5]([O:32][CH:33]2[CH2:38][CH2:37][NH:36][CH2:35][CH2:34]2)=[C:6]([CH:8]2[CH2:13][C:12](=[O:14])[NH:11][CH:10]([C:15]3[CH:20]=[CH:19][CH:18]=[C:17]([F:21])[CH:16]=3)[C:9]32[C:29]2[C:24](=[CH:25][C:26]([Cl:30])=[CH:27][CH:28]=2)[NH:23][C:22]3=[O:31])[CH:7]=1.C=O.[BH3-][C:42]#N.[Na+], predict the reaction product. The product is: [Br:1][C:2]1[CH:3]=[CH:4][C:5]([O:32][CH:33]2[CH2:38][CH2:37][N:36]([CH3:42])[CH2:35][CH2:34]2)=[C:6]([CH:8]2[CH2:13][C:12](=[O:14])[NH:11][CH:10]([C:15]3[CH:20]=[CH:19][CH:18]=[C:17]([F:21])[CH:16]=3)[C:9]32[C:29]2[C:24](=[CH:25][C:26]([Cl:30])=[CH:27][CH:28]=2)[NH:23][C:22]3=[O:31])[CH:7]=1. (6) Given the reactants [CH2:1]([O:8][C:9]([N:11]1[C@H:15]([C:16](O)=[O:17])[C@@H:14]([CH3:19])[O:13][C:12]1([CH3:21])[CH3:20])=[O:10])[C:2]1[CH:7]=[CH:6][CH:5]=[CH:4][CH:3]=1.C(Cl)(=O)C([Cl:25])=O, predict the reaction product. The product is: [Cl:25][C:16]([C@@H:15]1[C@@H:14]([CH3:19])[O:13][C:12]([CH3:21])([CH3:20])[N:11]1[C:9]([O:8][CH2:1][C:2]1[CH:7]=[CH:6][CH:5]=[CH:4][CH:3]=1)=[O:10])=[O:17]. (7) The product is: [F:1][C:2]1[CH:20]=[CH:19][C:5]([CH2:6][O:7][C:8]2[CH:17]=[C:16]3[C:11]([C:12](=[O:18])[N:13]([CH2:36][C:37]([NH2:38])=[O:43])[CH:14]=[N:15]3)=[CH:10][CH:9]=2)=[CH:4][CH:3]=1. Given the reactants [F:1][C:2]1[CH:20]=[CH:19][C:5]([CH2:6][O:7][C:8]2[CH:17]=[C:16]3[C:11]([C:12](=[O:18])[NH:13][CH:14]=[N:15]3)=[CH:10][CH:9]=2)=[CH:4][CH:3]=1.[H-].[Na+].FC1C=CC(CO)=CC=1.FC1C=C2[C:36]([C:37](=[O:43])[NH:38]C=N2)=CC=1.Cl, predict the reaction product. (8) Given the reactants P(Cl)(Cl)(Cl)=O.[F:6][C:7]1[CH:12]=[C:11]([O:13][CH3:14])[CH:10]=[C:9]([O:15][CH3:16])[CH:8]=1.CN(C)[CH:19]=[O:20].[OH-].[Na+], predict the reaction product. The product is: [F:6][C:7]1[CH:8]=[C:9]([O:15][CH3:16])[C:10]([CH:19]=[O:20])=[C:11]([O:13][CH3:14])[CH:12]=1. (9) Given the reactants [F:1][C:2]1[CH:17]=[CH:16][C:5]2[N:6]([CH:10]3[CH2:15][CH2:14][NH:13][CH2:12][CH2:11]3)[C:7](=[O:9])[NH:8][C:4]=2[CH:3]=1.[CH3:18][O:19][C:20]1[CH:25]=[CH:24][C:23]([NH:26][C:27](=[O:29])[CH3:28])=[C:22]([O:30][CH2:31][C@@H:32]2[CH2:34][O:33]2)[CH:21]=1, predict the reaction product. The product is: [F:1][C:2]1[CH:17]=[CH:16][C:5]2[N:6]([CH:10]3[CH2:11][CH2:12][N:13]([CH2:34][C@H:32]([OH:33])[CH2:31][O:30][C:22]4[CH:21]=[C:20]([O:19][CH3:18])[CH:25]=[CH:24][C:23]=4[NH:26][C:27](=[O:29])[CH3:28])[CH2:14][CH2:15]3)[C:7](=[O:9])[NH:8][C:4]=2[CH:3]=1. (10) Given the reactants [F:1][C:2]1[CH:11]=[C:10]2[C:5]([C:6]([OH:17])=[C:7]([C:12]([O:14]CC)=[O:13])[CH:8]=[N:9]2)=[CH:4][CH:3]=1, predict the reaction product. The product is: [F:1][C:2]1[CH:11]=[C:10]2[C:5]([C:6]([OH:17])=[C:7]([C:12]([OH:14])=[O:13])[CH:8]=[N:9]2)=[CH:4][CH:3]=1.